Dataset: Full USPTO retrosynthesis dataset with 1.9M reactions from patents (1976-2016). Task: Predict the reactants needed to synthesize the given product. (1) Given the product [C:9]12[CH:20]=[CH:19][CH:18]=[CH:17][C:16]=1[S:15][C:14]1/[C:13](=[N:1]\[OH:2])/[CH2:12][CH2:11][C:10]2=1, predict the reactants needed to synthesize it. The reactants are: [NH2:1][OH:2].Cl.CC(O[Na])=O.[C:9]12[CH:20]=[CH:19][CH:18]=[CH:17][C:16]=1[S:15][C:14]1[C:13](=O)[CH2:12][CH2:11][C:10]2=1. (2) Given the product [C:24]1([CH:30]([C:34]2[CH:35]=[CH:36][CH:37]=[CH:38][CH:39]=2)[CH2:31][CH2:32][O:1][C:2]2[S:3][C:4]3[CH2:14][CH2:13][C:12]4[C:7](=[CH:8][CH:9]=[CH:10][C:11]=4[O:15][CH2:16][C:17]([O:19][CH2:20][CH3:21])=[O:18])[C:5]=3[N:6]=2)[CH:29]=[CH:28][CH:27]=[CH:26][CH:25]=1, predict the reactants needed to synthesize it. The reactants are: [OH:1][C:2]1[S:3][C:4]2[CH2:14][CH2:13][C:12]3[C:7](=[CH:8][CH:9]=[CH:10][C:11]=3[O:15][CH2:16][C:17]([O:19][CH2:20][CH3:21])=[O:18])[C:5]=2[N:6]=1.[H-].[Na+].[C:24]1([CH:30]([C:34]2[CH:39]=[CH:38][CH:37]=[CH:36][CH:35]=2)[CH2:31][CH2:32]I)[CH:29]=[CH:28][CH:27]=[CH:26][CH:25]=1.CN(C)C=O. (3) The reactants are: [Cl:1][C:2]1[CH:3]=[C:4]2[C:9](=[CH:10][CH:11]=1)[C:8](=[O:12])[NH:7][CH2:6][CH2:5]2.C(C1C(=O)C(Cl)=C(Cl)C(=O)C=1C#N)#N. Given the product [Cl:1][C:2]1[CH:3]=[C:4]2[C:9](=[CH:10][CH:11]=1)[C:8](=[O:12])[NH:7][CH:6]=[CH:5]2, predict the reactants needed to synthesize it. (4) The reactants are: FC1C=CC(C([N:8]2[CH2:12][CH2:11][C:10]([CH:15]([CH3:17])[CH3:16])([C:13]#[N:14])[C:9]2=[O:18])=O)=CC=1.C(N)CCCCCCC. Given the product [CH:15]([C:10]1([C:13]#[N:14])[CH2:11][CH2:12][NH:8][C:9]1=[O:18])([CH3:17])[CH3:16], predict the reactants needed to synthesize it. (5) Given the product [NH:21]1[C:22]2[C:18](=[CH:17][CH:16]=[C:15]([N:12]3[CH2:13][CH2:14][N:10]([C:5]4[CH:6]=[N:7][CH:8]=[CH:9][C:4]=4[CH3:3])[C:11]3=[O:34])[CH:23]=2)[CH:19]=[CH:20]1, predict the reactants needed to synthesize it. The reactants are: [OH-].[Na+].[CH3:3][C:4]1[CH:9]=[CH:8][N:7]=[CH:6][C:5]=1[N:10]1[CH2:14][CH2:13][N:12]([C:15]2[CH:23]=[C:22]3[C:18]([CH:19]=[CH:20][N:21]3S(C3C=CC(C)=CC=3)(=O)=O)=[CH:17][CH:16]=2)[C:11]1=[O:34].CO. (6) Given the product [C:4]([C:3]1[CH:6]=[CH:7][CH:8]=[CH:9][C:2]=1[NH:1][C:17](=[O:24])[C:18]1[CH:23]=[CH:22][CH:21]=[CH:20][CH:19]=1)#[N:5], predict the reactants needed to synthesize it. The reactants are: [NH2:1][C:2]1[CH:9]=[CH:8][CH:7]=[CH:6][C:3]=1[C:4]#[N:5].C(N(CC)CC)C.[C:17](Cl)(=[O:24])[C:18]1[CH:23]=[CH:22][CH:21]=[CH:20][CH:19]=1. (7) The reactants are: [CH3:1][C:2]1[CH:7]=[CH:6][N:5]=[CH:4][C:3]=1[O:8][C:9]1[C:10]([C:26]([NH:28]CC2C=CC(OC)=CC=2)=[O:27])=[C:11]([NH:17][C:18]2[CH:23]=[CH:22][C:21]([I:24])=[CH:20][C:19]=2[F:25])[N:12]([CH3:16])[C:13](=[O:15])[CH:14]=1.[Cl-].[Al+3].[Cl-].[Cl-].ClCCl.O. Given the product [F:25][C:19]1[CH:20]=[C:21]([I:24])[CH:22]=[CH:23][C:18]=1[NH:17][C:11]1[N:12]([CH3:16])[C:13](=[O:15])[CH:14]=[C:9]([O:8][C:3]2[CH:4]=[N:5][CH:6]=[CH:7][C:2]=2[CH3:1])[C:10]=1[C:26]([NH2:28])=[O:27], predict the reactants needed to synthesize it.